From a dataset of Forward reaction prediction with 1.9M reactions from USPTO patents (1976-2016). Predict the product of the given reaction. Given the reactants [O:1]=[C:2]1[CH2:11][CH2:10][C:9]2[C:4](=[CH:5][CH:6]=[C:7]([C:12]3[CH:13]=[C:14]([CH2:18][NH:19][S:20]([CH2:23][CH3:24])(=[O:22])=[O:21])[CH:15]=[N:16][CH:17]=3)[CH:8]=2)[NH:3]1.[Cl:25]N1C(=O)CCC1=O.O, predict the reaction product. The product is: [Cl:25][C:5]1[CH:6]=[C:7]([C:12]2[CH:13]=[C:14]([CH2:18][NH:19][S:20]([CH2:23][CH3:24])(=[O:22])=[O:21])[CH:15]=[N:16][CH:17]=2)[CH:8]=[C:9]2[C:4]=1[NH:3][C:2](=[O:1])[CH2:11][CH2:10]2.